Dataset: Peptide-MHC class I binding affinity with 185,985 pairs from IEDB/IMGT. Task: Regression. Given a peptide amino acid sequence and an MHC pseudo amino acid sequence, predict their binding affinity value. This is MHC class I binding data. (1) The peptide sequence is GTFSAPLPI. The MHC is Patr-A0301 with pseudo-sequence Patr-A0301. The binding affinity (normalized) is 0.557. (2) The peptide sequence is SDYLELDFI. The binding affinity (normalized) is 1.00. The MHC is Mamu-B01 with pseudo-sequence Mamu-B01. (3) The peptide sequence is RQFPTNFEF. The MHC is Mamu-B3901 with pseudo-sequence Mamu-B3901. The binding affinity (normalized) is 0.460. (4) The peptide sequence is ALATALTEA. The MHC is HLA-A02:01 with pseudo-sequence HLA-A02:01. The binding affinity (normalized) is 0.784.